From a dataset of Reaction yield outcomes from USPTO patents with 853,638 reactions. Predict the reaction yield, written as a fraction of the theoretical maximum amount of product (1.0 means a 100% yield; for example, 0.34 means a 34% yield). (1) The reactants are [CH3:1][O:2][C:3](=[O:24])[C@@H:4]1[CH2:8][CH:7]([S:9][C:10]2[CH:15]=[CH:14][C:13](Br)=[CH:12][CH:11]=2)[CH2:6][N:5]1[C:17]([O:19][C:20]([CH3:23])([CH3:22])[CH3:21])=[O:18].[CH:25]1[C:33]2[C:32]3[CH:34]=[CH:35][CH:36]=[CH:37][C:31]=3[O:30][C:29]=2[C:28]([C:38]2[CH:43]=[CH:42][C:41](B(O)O)=[CH:40][CH:39]=2)=[CH:27][CH:26]=1.C([O-])([O-])=O.[K+].[K+]. The catalyst is C1(C)C=CC=CC=1.C(O)C.C(OCC)(=O)C.C1C=CC([P]([Pd]([P](C2C=CC=CC=2)(C2C=CC=CC=2)C2C=CC=CC=2)([P](C2C=CC=CC=2)(C2C=CC=CC=2)C2C=CC=CC=2)[P](C2C=CC=CC=2)(C2C=CC=CC=2)C2C=CC=CC=2)(C2C=CC=CC=2)C2C=CC=CC=2)=CC=1. The product is [CH3:1][O:2][C:3](=[O:24])[C@@H:4]1[CH2:8][CH:7]([S:9][C:10]2[CH:15]=[CH:14][C:13]([C:41]3[CH:42]=[CH:43][C:38]([C:28]4[C:29]5[O:30][C:31]6[CH:37]=[CH:36][CH:35]=[CH:34][C:32]=6[C:33]=5[CH:25]=[CH:26][CH:27]=4)=[CH:39][CH:40]=3)=[CH:12][CH:11]=2)[CH2:6][N:5]1[C:17]([O:19][C:20]([CH3:23])([CH3:22])[CH3:21])=[O:18]. The yield is 0.730. (2) The reactants are [CH2:1]([O:3][C:4]1[C:8]([CH2:9][CH2:10][CH2:11][OH:12])=[CH:7][N:6]([C:13]2[CH:18]=[CH:17][C:16]([C:19]([F:22])([F:21])[F:20])=[CH:15][N:14]=2)[N:5]=1)[CH3:2].O[C:24]1[CH:29]=[C:28]([O:30][CH3:31])[CH:27]=[CH:26][C:25]=1[CH2:32][C:33]([O:35]C)=[O:34].C(P(CCCC)CCCC)CCC.N(C(N1CCCCC1)=O)=NC(N1CCCCC1)=O. The catalyst is O1CCCC1. The product is [CH2:1]([O:3][C:4]1[C:8]([CH2:9][CH2:10][CH2:11][O:12][C:26]2[CH:27]=[C:28]([O:30][CH3:31])[CH:29]=[CH:24][C:25]=2[CH2:32][C:33]([OH:35])=[O:34])=[CH:7][N:6]([C:13]2[CH:18]=[CH:17][C:16]([C:19]([F:21])([F:20])[F:22])=[CH:15][N:14]=2)[N:5]=1)[CH3:2]. The yield is 0.680.